From a dataset of Forward reaction prediction with 1.9M reactions from USPTO patents (1976-2016). Predict the product of the given reaction. (1) Given the reactants [CH2:1]1[CH:5]2[CH2:6][NH:7][CH2:8][CH:4]2[CH2:3][N:2]1[C:9]([C:11]1[CH:16]=[CH:15][CH:14]=[CH:13][C:12]=1[C:17]1[S:18][CH:19]=[CH:20][CH:21]=1)=[O:10].Cl[C:23]1[O:24][C:25]2[CH:31]=[CH:30][CH:29]=[CH:28][C:26]=2[N:27]=1, predict the reaction product. The product is: [S:18]1[CH:19]=[CH:20][CH:21]=[C:17]1[C:12]1[CH:13]=[CH:14][CH:15]=[CH:16][C:11]=1[C:9]([N:2]1[CH2:3][CH:4]2[CH2:8][N:7]([C:23]3[O:24][C:25]4[CH:31]=[CH:30][CH:29]=[CH:28][C:26]=4[N:27]=3)[CH2:6][CH:5]2[CH2:1]1)=[O:10]. (2) Given the reactants [CH3:1][C:2]1[N:3]=[C:4]2[C:9]([CH2:10][OH:11])=[CH:8][C:7](B3OC(C)(C)C(C)(C)O3)=[CH:6][N:5]2[CH:21]=1.Cl[C:23]1[N:24]=[C:25]2[CH:33]=[CH:32][C:31]([F:34])=[CH:30][N:26]2[C:27](=[O:29])[CH:28]=1.C([O-])([O-])=O.[K+].[K+], predict the reaction product. The product is: [F:34][C:31]1[CH:32]=[CH:33][C:25]2[N:26]([CH:30]=1)[C:27](=[O:29])[CH:28]=[C:23]([C:7]1[CH:8]=[C:9]([CH2:10][OH:11])[C:4]3[N:5]([CH:21]=[C:2]([CH3:1])[N:3]=3)[CH:6]=1)[N:24]=2. (3) Given the reactants C(OC(=O)[NH:7][C:8]1[CH:13]=[C:12]([C:14]([F:17])([F:16])[F:15])[C:11]([CH3:18])=[CH:10][C:9]=1[NH:19][C:20](=[O:36])[CH2:21][C:22](=O)[C:23]1[CH:28]=[CH:27][CH:26]=[C:25]([C:29]2[CH:30]=[N:31][CH:32]=[N:33][CH:34]=2)[CH:24]=1)(C)(C)C.C(O)(C(F)(F)F)=O, predict the reaction product. The product is: [CH3:18][C:11]1[C:12]([C:14]([F:17])([F:15])[F:16])=[CH:13][C:8]2[N:7]=[C:22]([C:23]3[CH:28]=[CH:27][CH:26]=[C:25]([C:29]4[CH:34]=[N:33][CH:32]=[N:31][CH:30]=4)[CH:24]=3)[CH2:21][C:20](=[O:36])[NH:19][C:9]=2[CH:10]=1. (4) Given the reactants [NH2:1][C:2]1[N:7]=[C:6](Cl)[CH:5]=[C:4]([Cl:9])[N:3]=1.[CH3:10][N:11]1[CH2:16][CH2:15][N:14]([CH2:17][C:18]2[CH:23]=[CH:22][C:21]([NH:24][C:25]([C:27]3[C:31]4[CH:32]=[CH:33][C:34]([OH:36])=[CH:35][C:30]=4[S:29][N:28]=3)=[O:26])=[CH:20][C:19]=2[C:37]([F:40])([F:39])[F:38])[CH2:13][CH2:12]1.[O-]P([O-])([O-])=O.[K+].[K+].[K+], predict the reaction product. The product is: [CH3:10][N:11]1[CH2:16][CH2:15][N:14]([CH2:17][C:18]2[CH:23]=[CH:22][C:21]([NH:24][C:25]([C:27]3[C:31]4[CH:32]=[CH:33][C:34]([O:36][C:6]5[CH:5]=[C:4]([Cl:9])[N:3]=[C:2]([NH2:1])[N:7]=5)=[CH:35][C:30]=4[S:29][N:28]=3)=[O:26])=[CH:20][C:19]=2[C:37]([F:40])([F:38])[F:39])[CH2:13][CH2:12]1. (5) Given the reactants C(OC(=O)[NH:7][C:8]1[S:12][C:11]([CH3:13])=[N:10][C:9]=1[C:14]1[CH:19]=[CH:18][CH:17]=[CH:16][C:15]=1[CH3:20])(C)(C)C.FC(F)(F)C(O)=O, predict the reaction product. The product is: [CH3:13][C:11]1[S:12][C:8]([NH2:7])=[C:9]([C:14]2[CH:19]=[CH:18][CH:17]=[CH:16][C:15]=2[CH3:20])[N:10]=1. (6) The product is: [CH2:7]1[O:6][C:17]2[CH:16]=[CH:15][C:11]([CH2:12][C:13](=[O:4])[CH3:14])=[CH:10][C:9]=2[O:8]1. Given the reactants OO.C(O)=[O:4].[O:6]1[C:17]2[C:9](=[CH:10][C:11](=[CH:15][CH:16]=2)[CH:12]=[CH:13][CH3:14])[O:8][CH2:7]1.S(=O)(=O)(O)O, predict the reaction product. (7) Given the reactants [C:1]1([C:42]2[CH:47]=[CH:46][CH:45]=[CH:44][CH:43]=2)[CH:6]=[CH:5][CH:4]=[CH:3][C:2]=1[NH:7][C:8]([O:10][CH:11]1[CH2:16][CH2:15][N:14]([CH2:17][CH2:18][N:19]([CH3:41])[C:20](=[O:40])[CH2:21][CH2:22][CH2:23][CH2:24][CH2:25][NH:26][C:27]2[S:28][C:29]([C:33]([O:35]C(C)(C)C)=[O:34])=[C:30]([CH3:32])[N:31]=2)[CH2:13][CH2:12]1)=[O:9], predict the reaction product. The product is: [C:1]1([C:42]2[CH:43]=[CH:44][CH:45]=[CH:46][CH:47]=2)[CH:6]=[CH:5][CH:4]=[CH:3][C:2]=1[NH:7][C:8]([O:10][CH:11]1[CH2:12][CH2:13][N:14]([CH2:17][CH2:18][N:19]([CH3:41])[C:20](=[O:40])[CH2:21][CH2:22][CH2:23][CH2:24][CH2:25][NH:26][C:27]2[S:28][C:29]([C:33]([OH:35])=[O:34])=[C:30]([CH3:32])[N:31]=2)[CH2:15][CH2:16]1)=[O:9]. (8) The product is: [CH:39]1([CH2:42][O:43][C:44]2[CH:52]=[CH:51][C:47]3[O:48][CH2:49][O:50][C:46]=3[C:45]=2[C:53]2[C:54]3[NH:61][C:60]([CH3:62])=[C:59]([C:63]([NH:2][C@@H:3]([CH2:33][C:34]4[S:35][CH:36]=[CH:37][CH:38]=4)[C:4]([N:6]4[CH2:7][CH2:8][CH:9]([N:12]5[N:21]=[C:20]([C:22]6[CH:27]=[CH:26][C:25]([O:28][CH3:29])=[C:24]([O:30][CH3:31])[CH:23]=6)[C@@H:19]6[C@@H:14]([CH2:15][CH2:16][CH2:17][CH2:18]6)[C:13]5=[O:32])[CH2:10][CH2:11]4)=[O:5])=[O:64])[C:55]=3[N:56]=[CH:57][N:58]=2)[CH2:40][CH2:41]1. Given the reactants Cl.[NH2:2][C@@H:3]([CH2:33][C:34]1[S:35][CH:36]=[CH:37][CH:38]=1)[C:4]([N:6]1[CH2:11][CH2:10][CH:9]([N:12]2[N:21]=[C:20]([C:22]3[CH:27]=[CH:26][C:25]([O:28][CH3:29])=[C:24]([O:30][CH3:31])[CH:23]=3)[C@@H:19]3[C@@H:14]([CH2:15][CH2:16][CH2:17][CH2:18]3)[C:13]2=[O:32])[CH2:8][CH2:7]1)=[O:5].[CH:39]1([CH2:42][O:43][C:44]2[CH:52]=[CH:51][C:47]3[O:48][CH2:49][O:50][C:46]=3[C:45]=2[C:53]2[C:54]3[NH:61][C:60]([CH3:62])=[C:59]([C:63](O)=[O:64])[C:55]=3[N:56]=[CH:57][N:58]=2)[CH2:41][CH2:40]1.CCOC(C(C#N)=NOC(N1CCOCC1)=[N+](C)C)=O.F[P-](F)(F)(F)(F)F.CCN(C(C)C)C(C)C, predict the reaction product. (9) Given the reactants [CH3:1][CH2:2][C@H:3]1[O:18][C:16](=[O:17])[C@H:15]([CH3:19])[C@@H:14]([O:20][C@@H:21]2[O:26][C@@H:25]([CH3:27])[C@H:24]([OH:28])[C@@:23]([O:30][CH3:31])([CH3:29])[CH2:22]2)[C@H:13]([CH3:32])[C@@H:12]([O:33][C@@H:34]2[O:39][C@H:38]([CH3:40])[CH2:37][C@H:36]([N:41]([CH3:43])[CH3:42])[C@H:35]2[OH:44])[C@@:11]([OH:46])([CH3:45])[CH2:10][C@@H:9]([CH3:47])[CH2:8][NH:7][C@H:6]([CH3:48])[C@@H:5]([OH:49])[C@@:4]1([OH:51])[CH3:50].[CH:52](O)=O.ClCCl.C(Cl)(Cl)Cl, predict the reaction product. The product is: [C:16]([O:18][CH3:3])(=[O:17])[CH3:15].[C:16]([O:18][CH:3]([CH3:4])[CH3:2])(=[O:17])[CH3:15].[CH3:1][CH2:2][C@H:3]1[O:18][C:16](=[O:17])[C@H:15]([CH3:19])[C@@H:14]([O:20][C@@H:21]2[O:26][C@@H:25]([CH3:27])[C@H:24]([OH:28])[C@@:23]([O:30][CH3:31])([CH3:29])[CH2:22]2)[C@H:13]([CH3:32])[C@@H:12]([O:33][C@@H:34]2[O:39][C@H:38]([CH3:40])[CH2:37][C@H:36]([N:41]([CH3:43])[CH3:42])[C@H:35]2[OH:44])[C@@:11]([OH:46])([CH3:45])[CH2:10][C@@H:9]([CH3:47])[CH2:8][N:7]([CH3:52])[C@H:6]([CH3:48])[C@@H:5]([OH:49])[C@@:4]1([OH:51])[CH3:50]. (10) Given the reactants [C:1](=[O:18])(ON1C(=O)CCC1=O)[O:2][CH2:3][C:4]1[CH:9]=[CH:8][CH:7]=[CH:6][CH:5]=1.[CH3:19][NH:20][CH2:21][C:22]1[CH:27]=[CH:26][CH:25]=[C:24]([N+:28]([O-:30])=[O:29])[CH:23]=1.CCN(C(C)C)C(C)C, predict the reaction product. The product is: [CH3:19][N:20]([CH2:21][C:22]1[CH:27]=[CH:26][CH:25]=[C:24]([N+:28]([O-:30])=[O:29])[CH:23]=1)[C:1](=[O:18])[O:2][CH2:3][C:4]1[CH:5]=[CH:6][CH:7]=[CH:8][CH:9]=1.